Predict the product of the given reaction. From a dataset of Forward reaction prediction with 1.9M reactions from USPTO patents (1976-2016). (1) Given the reactants [F:1][C:2]([F:32])([F:31])[C:3]1[CH:4]=[C:5]([C@H:13]2[O:17][C:16](=[O:18])[N:15]([CH2:19][C:20]3[CH:25]=[C:24]([N+:26]([O-])=O)[CH:23]=[CH:22][C:21]=3[Br:29])[C@H:14]2[CH3:30])[CH:6]=[C:7]([C:9]([F:12])([F:11])[F:10])[CH:8]=1.[Sn](Cl)Cl.C(O)C, predict the reaction product. The product is: [NH2:26][C:24]1[CH:23]=[CH:22][C:21]([Br:29])=[C:20]([CH:25]=1)[CH2:19][N:15]1[C@@H:14]([CH3:30])[C@@H:13]([C:5]2[CH:6]=[C:7]([C:9]([F:10])([F:11])[F:12])[CH:8]=[C:3]([C:2]([F:31])([F:32])[F:1])[CH:4]=2)[O:17][C:16]1=[O:18]. (2) Given the reactants [CH2:1]([C:3]1[O:7][C:6]([C:8]2[O:12][C:11]3[CH:13]=[CH:14][CH:15]=[C:16]([O:17]C)[C:10]=3[CH:9]=2)=[N:5][CH:4]=1)[CH3:2].B(Br)(Br)Br, predict the reaction product. The product is: [CH2:1]([C:3]1[O:7][C:6]([C:8]2[O:12][C:11]3[CH:13]=[CH:14][CH:15]=[C:16]([OH:17])[C:10]=3[CH:9]=2)=[N:5][CH:4]=1)[CH3:2]. (3) Given the reactants [F:1][C:2]1[CH:7]=[CH:6][C:5]([C:8]2[N:9]=[C:10](C3CCN(C(OC(C)(C)C)=O)CC3)[S:11][CH:12]=2)=[CH:4][CH:3]=1.[ClH:26].C(O[CH2:31][CH3:32])(=O)C, predict the reaction product. The product is: [ClH:26].[ClH:26].[F:1][C:2]1[CH:3]=[CH:4][C:5]([C:8]2[N:9]=[C:10]([N:9]3[CH2:32][CH2:31][CH2:4][CH2:5][CH2:8]3)[S:11][CH:12]=2)=[CH:6][CH:7]=1. (4) Given the reactants [Cl:1][C:2]1[C:11]2[O:10][CH:9]([CH:12]([CH3:14])[CH3:13])[C:8](=[O:15])[NH:7][C:6]=2[CH:5]=[C:4]([CH3:16])[CH:3]=1.C(=O)([O-])[O-].[K+].[K+].[C:23]([O:27][CH3:28])(=[O:26])[CH:24]=[CH2:25].C(OCC)(=O)C, predict the reaction product. The product is: [CH3:28][O:27][C:23](=[O:26])[CH2:24][CH2:25][N:7]1[C:6]2[CH:5]=[C:4]([CH3:16])[CH:3]=[C:2]([Cl:1])[C:11]=2[O:10][CH:9]([CH:12]([CH3:13])[CH3:14])[C:8]1=[O:15]. (5) Given the reactants [CH2:1]([O:8][CH2:9][C@@H:10]1[O:19][CH2:18][C@:13]2([C:20]3[CH:25]=[CH:24][C:23]([F:26])=[CH:22][C:21]=3[F:27])[NH:14][O:15][C@@H:16]([CH3:17])[C@@H:12]2[CH2:11]1)[C:2]1[CH:7]=[CH:6][CH:5]=[CH:4][CH:3]=1.N[C@@]1(C2C=CC(F)=CC=2F)CO[C@@H](COCC2C=CC=CC=2)C[C@H]1CO, predict the reaction product. The product is: [NH2:14][C@@:13]1([C:20]2[CH:25]=[CH:24][C:23]([F:26])=[CH:22][C:21]=2[F:27])[CH2:18][O:19][C@@H:10]([CH2:9][O:8][CH2:1][C:2]2[CH:3]=[CH:4][CH:5]=[CH:6][CH:7]=2)[CH2:11][C@H:12]1[C@@H:16]([OH:15])[CH3:17].